Dataset: Forward reaction prediction with 1.9M reactions from USPTO patents (1976-2016). Task: Predict the product of the given reaction. (1) Given the reactants C([O:3][C:4](=[O:28])[CH:5]([N:13]1[CH2:17][C:16]([O:18][C:19]2[C:24]([F:25])=[CH:23][CH:22]=[CH:21][C:20]=2[F:26])=[CH:15][C:14]1=[O:27])[CH2:6][C:7]1([F:12])[CH2:11][CH2:10][CH2:9][CH2:8]1)C.O.[OH-].[Li+].O, predict the reaction product. The product is: [F:26][C:20]1[CH:21]=[CH:22][CH:23]=[C:24]([F:25])[C:19]=1[O:18][C:16]1[CH2:17][N:13]([CH:5]([CH2:6][C:7]2([F:12])[CH2:8][CH2:9][CH2:10][CH2:11]2)[C:4]([OH:28])=[O:3])[C:14](=[O:27])[CH:15]=1. (2) Given the reactants [CH:1]12[CH2:7][CH:4]([CH:5]=[CH:6]1)[CH2:3][CH:2]2[C:8]([OH:10])=[O:9], predict the reaction product. The product is: [CH:1]12[CH2:7][CH:4]([CH2:5][CH2:6]1)[CH2:3][CH:2]2[C:8]([OH:10])=[O:9]. (3) Given the reactants [CH2:1]([O:8][C:9]1[CH:14]=[CH:13][C:12]([C:15]2[N:19]([CH:20]3[CH2:25][CH2:24][CH2:23][CH2:22][CH2:21]3)[N:18]=[C:17](/[CH:26]=[CH:27]/[C:28]([O:30]C)=[O:29])[CH:16]=2)=[CH:11][CH:10]=1)[C:2]1[CH:7]=[CH:6][CH:5]=[CH:4][CH:3]=1.[Li+].[OH-].CCOCC, predict the reaction product. The product is: [CH:20]1([N:19]2[C:15]([C:12]3[CH:13]=[CH:14][C:9]([O:8][CH2:1][C:2]4[CH:7]=[CH:6][CH:5]=[CH:4][CH:3]=4)=[CH:10][CH:11]=3)=[CH:16][C:17](/[CH:26]=[CH:27]/[C:28]([OH:30])=[O:29])=[N:18]2)[CH2:21][CH2:22][CH2:23][CH2:24][CH2:25]1. (4) Given the reactants [CH2:1]([O:4][C:5]1[C:14]([C:15]#[N:16])=[C:13]([C:17]2[CH:22]=[CH:21][CH:20]=[C:19]([F:23])[CH:18]=2)[C:12]2[C:7](=[CH:8][CH:9]=[C:10]([O:24][CH3:25])[CH:11]=2)[N:6]=1)[CH:2]=[CH2:3].C[N+]1([O-])CC[O:30]CC1.CC(O)(C)C.C1COCC1.[OH2:44], predict the reaction product. The product is: [OH:44][CH:2]([CH2:3][OH:30])[CH2:1][O:4][C:5]1[C:14]([C:15]#[N:16])=[C:13]([C:17]2[CH:22]=[CH:21][CH:20]=[C:19]([F:23])[CH:18]=2)[C:12]2[C:7](=[CH:8][CH:9]=[C:10]([O:24][CH3:25])[CH:11]=2)[N:6]=1. (5) Given the reactants [F:1][C:2]1[C:7]([F:8])=[CH:6][C:5]([NH2:9])=[C:4]([NH2:10])[CH:3]=1.C([O:15][C:16](=O)[CH2:17][C:18]([C:20]1[CH:25]=[CH:24][CH:23]=[C:22]([C:26]2[CH:31]=[C:30]([CH3:32])[N:29]=[C:28]([CH3:33])[CH:27]=2)[CH:21]=1)=O)(C)(C)C, predict the reaction product. The product is: [F:1][C:2]1[C:7]([F:8])=[CH:6][C:5]2[NH:9][C:16](=[O:15])[CH2:17][C:18]([C:20]3[CH:25]=[CH:24][CH:23]=[C:22]([C:26]4[CH:27]=[C:28]([CH3:33])[N:29]=[C:30]([CH3:32])[CH:31]=4)[CH:21]=3)=[N:10][C:4]=2[CH:3]=1.